This data is from Peptide-MHC class I binding affinity with 185,985 pairs from IEDB/IMGT. The task is: Regression. Given a peptide amino acid sequence and an MHC pseudo amino acid sequence, predict their binding affinity value. This is MHC class I binding data. (1) The binding affinity (normalized) is 0.0829. The MHC is HLA-A68:01 with pseudo-sequence HLA-A68:01. The peptide sequence is HSNIEEVAL. (2) The peptide sequence is STPKLKEDY. The MHC is HLA-A26:01 with pseudo-sequence HLA-A26:01. The binding affinity (normalized) is 0.0332. (3) The peptide sequence is GVFKNPCTSH. The MHC is HLA-A11:01 with pseudo-sequence HLA-A11:01. The binding affinity (normalized) is 0.270. (4) The peptide sequence is AYISSEATTPA. The MHC is Patr-A0901 with pseudo-sequence Patr-A0901. The binding affinity (normalized) is 0.829. (5) The peptide sequence is RENGGYWLL. The MHC is HLA-B07:02 with pseudo-sequence HLA-B07:02. The binding affinity (normalized) is 0.0847. (6) The peptide sequence is VPVWKEATTT. The MHC is HLA-B40:02 with pseudo-sequence HLA-B40:02. The binding affinity (normalized) is 0.